The task is: Predict the reaction yield, written as a fraction of the theoretical maximum amount of product (1.0 means a 100% yield; for example, 0.34 means a 34% yield).. This data is from Reaction yield outcomes from USPTO patents with 853,638 reactions. The reactants are [O:1]1[C:5]2[CH:6]=[CH:7][C:8]([C:10]3[CH2:11][C@H:12]4[C:18](=O)[N:17](COCC[Si](C)(C)C)[C:16]5[CH:28]=[C:29]([O:34][CH2:35][CH2:36][CH2:37][O:38][C:39]6[C:40]([O:84][CH3:85])=[CH:41][C:42]7[C:48](=[O:49])[N:47]8[CH:50]=[C:51](/[CH:53]=[CH:54]/[CH2:55][NH:56][C:57](=[O:73])[O:58][CH2:59][CH:60]9[C:72]%10[CH:71]=[CH:70][CH:69]=[CH:68][C:67]=%10[C:66]%10[C:61]9=[CH:62][CH:63]=[CH:64][CH:65]=%10)[CH2:52][C@H:46]8[C:45](=O)[N:44](COCC[Si](C)(C)C)[C:43]=7[CH:83]=6)[C:30]([O:32][CH3:33])=[CH:31][C:15]=5[C:14](=[O:86])[N:13]4[CH:87]=3)=[CH:9][C:4]=2[O:3][CH2:2]1.[Li+].[B-](CC)(CC)CC. The catalyst is C1COCC1. The product is [O:1]1[C:5]2[CH:6]=[CH:7][C:8]([C:10]3[CH2:11][C@H:12]4[CH:18]=[N:17][C:16]5[CH:28]=[C:29]([O:34][CH2:35][CH2:36][CH2:37][O:38][C:39]6[C:40]([O:84][CH3:85])=[CH:41][C:42]7[C:48](=[O:49])[N:47]8[CH:50]=[C:51](/[CH:53]=[CH:54]/[CH2:55][NH:56][C:57](=[O:73])[O:58][CH2:59][CH:60]9[C:61]%10[CH:62]=[CH:63][CH:64]=[CH:65][C:66]=%10[C:67]%10[C:72]9=[CH:71][CH:70]=[CH:69][CH:68]=%10)[CH2:52][C@H:46]8[CH:45]=[N:44][C:43]=7[CH:83]=6)[C:30]([O:32][CH3:33])=[CH:31][C:15]=5[C:14](=[O:86])[N:13]4[CH:87]=3)=[CH:9][C:4]=2[O:3][CH2:2]1. The yield is 0.790.